Dataset: Catalyst prediction with 721,799 reactions and 888 catalyst types from USPTO. Task: Predict which catalyst facilitates the given reaction. (1) Reactant: [OH:1][C:2]1[CH:11]=[C:10]2[C:5]([CH2:6][C@H:7]([C:12]([NH:14][C@H:15]([CH2:19][N:20]3[CH2:25][CH2:24][C@:23]([C:27]4[CH:32]=[CH:31][CH:30]=[C:29]([OH:33])[CH:28]=4)([CH3:26])[C@@H:22]([CH3:34])[CH2:21]3)[CH:16]([CH3:18])[CH3:17])=O)[NH:8][CH2:9]2)=[CH:4][CH:3]=1.CO.Cl.CCOCC. Product: [OH:33][C:29]1[CH:28]=[C:27]([C@:23]2([CH3:26])[CH2:24][CH2:25][N:20]([CH2:19][C@@H:15]([NH:14][CH2:12][C@H:7]3[CH2:6][C:5]4[C:10](=[CH:11][C:2]([OH:1])=[CH:3][CH:4]=4)[CH2:9][NH:8]3)[CH:16]([CH3:18])[CH3:17])[CH2:21][C@@H:22]2[CH3:34])[CH:32]=[CH:31][CH:30]=1. The catalyst class is: 1. (2) Reactant: O.[NH2:2][NH2:3].[F:4][C:5]1[CH:10]=[CH:9][C:8]([CH2:11][C:12]([C:14]2[C:15]([C:20](OC)=[O:21])=[CH:16][NH:17][C:18]=2[CH3:19])=O)=[CH:7][C:6]=1[C:24]([N:26]1[CH2:31][CH2:30][CH:29]([O:32][CH3:33])[CH2:28][CH2:27]1)=[O:25]. Product: [F:4][C:5]1[CH:10]=[CH:9][C:8]([CH2:11][C:12]2[C:14]3[C:15](=[CH:16][NH:17][C:18]=3[CH3:19])[C:20](=[O:21])[NH:2][N:3]=2)=[CH:7][C:6]=1[C:24]([N:26]1[CH2:27][CH2:28][CH:29]([O:32][CH3:33])[CH2:30][CH2:31]1)=[O:25]. The catalyst class is: 15. (3) Reactant: [NH2:1][C:2]1[C:7](=[O:8])[N:6]([CH3:9])[CH:5]=[C:4]([C:10]2[CH:11]=[CH:12][C:13]([O:21][CH3:22])=[C:14]([NH:16][S:17]([CH3:20])(=[O:19])=[O:18])[CH:15]=2)[CH:3]=1.[CH:23]1([CH:26]=O)[CH2:25][CH2:24]1.[BH3-]C#N.[Na+]. Product: [CH:23]1([CH2:26][NH:1][C:2]2[C:7](=[O:8])[N:6]([CH3:9])[CH:5]=[C:4]([C:10]3[CH:11]=[CH:12][C:13]([O:21][CH3:22])=[C:14]([NH:16][S:17]([CH3:20])(=[O:19])=[O:18])[CH:15]=3)[CH:3]=2)[CH2:25][CH2:24]1. The catalyst class is: 467.